From a dataset of Forward reaction prediction with 1.9M reactions from USPTO patents (1976-2016). Predict the product of the given reaction. The product is: [Cl:25][C:20]1[CH:21]=[CH:22][CH:23]=[CH:24][C:19]=1[N:17]([CH3:18])[C:15]([C:13]1[S:12][C:11]2[C:5]3[CH:4]=[CH:3][C:2]([NH:1][C:29]([NH:28][CH3:27])=[O:30])=[CH:26][C:6]=3[O:7][CH2:8][CH2:9][C:10]=2[CH:14]=1)=[O:16]. Given the reactants [NH2:1][C:2]1[CH:3]=[CH:4][C:5]2[C:11]3[S:12][C:13]([C:15]([N:17]([C:19]4[CH:24]=[CH:23][CH:22]=[CH:21][C:20]=4[Cl:25])[CH3:18])=[O:16])=[CH:14][C:10]=3[CH2:9][CH2:8][O:7][C:6]=2[CH:26]=1.[CH3:27][N:28]=[C:29]=[O:30], predict the reaction product.